Dataset: Forward reaction prediction with 1.9M reactions from USPTO patents (1976-2016). Task: Predict the product of the given reaction. (1) The product is: [I:31][C:28]1[CH:29]=[CH:30][C:25](/[C:23](/[CH3:22])=[CH:9]/[C:10]([O:12][CH2:13][CH2:16][CH2:17][CH3:18])=[O:11])=[CH:26][CH:27]=1. Given the reactants C(OP([CH2:9][C:10]([O:12][C:13]([CH3:16])(C)C)=[O:11])(OCC)=O)C.[CH3:17][C:18](O)(C)C.[CH3:22][C:23]([C:25]1[CH:30]=[CH:29][C:28]([I:31])=[CH:27][CH:26]=1)=O, predict the reaction product. (2) Given the reactants [C:1]([C:3]1[CH:4]=[C:5]([S:10]([NH:13][C:14]2[CH:19]=[CH:18][CH:17]=[CH:16][CH:15]=2)(=[O:12])=[O:11])[CH:6]=[CH:7][C:8]=1F)#[N:2].[CH3:20][C:21]1[CH:22]=[C:23]([OH:29])[CH:24]=[CH:25][C:26]=1[S:27][CH3:28].C([O-])([O-])=O.[K+].[K+].Cl, predict the reaction product. The product is: [C:1]([C:3]1[CH:4]=[C:5]([S:10]([NH:13][C:14]2[CH:19]=[CH:18][CH:17]=[CH:16][CH:15]=2)(=[O:12])=[O:11])[CH:6]=[CH:7][C:8]=1[O:29][C:23]1[CH:24]=[CH:25][C:26]([S:27][CH3:28])=[C:21]([CH3:20])[CH:22]=1)#[N:2]. (3) Given the reactants [Si:1]([O:8][C@H:9]1[CH2:32][CH2:31][C@@:30]2([CH3:33])[C@@H:11]([CH2:12][CH2:13][C:14]3[C:15]4[C@:26]([CH3:34])([CH2:27][CH2:28][C:29]=32)[C@@H:18]([C@H:19]([CH3:25])[CH2:20][CH2:21][C:22]([OH:24])=O)[CH2:17][CH:16]=4)[C:10]1([CH3:36])[CH3:35])([C:4]([CH3:7])([CH3:6])[CH3:5])([CH3:3])[CH3:2].C[N:38]1[CH2:43]COCC1.[CH2:44]([O:48]C(Cl)=O)C(C)C.Cl, predict the reaction product. The product is: [CH3:44][O:48][N:38]([CH3:43])[C:22](=[O:24])[CH2:21][CH2:20][C@H:19]([C@@H:18]1[C@:26]2([CH3:34])[C:15]([C:14]3[CH2:13][CH2:12][C@@H:11]4[C@:30]([C:29]=3[CH2:28][CH2:27]2)([CH3:33])[CH2:31][CH2:32][C@H:9]([O:8][Si:1]([C:4]([CH3:6])([CH3:7])[CH3:5])([CH3:3])[CH3:2])[C:10]4([CH3:36])[CH3:35])=[CH:16][CH2:17]1)[CH3:25]. (4) Given the reactants [CH2:1]([N:5]1[CH2:9][CH2:8][CH2:7][CH2:6]1)[CH2:2][CH2:3][CH3:4].[OH:10][C:11]1[CH:16]=[CH:15][C:14]([S:17]([OH:20])(=[O:19])=[O:18])=[CH:13][CH:12]=1, predict the reaction product. The product is: [OH:10][C:11]1[CH:16]=[CH:15][C:14]([S:17]([O-:20])(=[O:18])=[O:19])=[CH:13][CH:12]=1.[CH2:1]([N+:5]1([CH3:11])[CH2:9][CH2:8][CH2:7][CH2:6]1)[CH2:2][CH2:3][CH3:4]. (5) Given the reactants [CH2:1]([C:4]1[CH:9]=[CH:8][C:7]([F:10])=[C:6](C2C=CC=CC=2C)[C:5]=1[OH:18])[CH:2]=[CH2:3].[Cl:19][C:20]1[CH:21]=[C:22]([CH:27]=[CH:28][CH:29]=1)C(OO)=O.C(=O)([O-])[O-:31].[K+].[K+], predict the reaction product. The product is: [Cl:19][C:20]1[CH:29]=[CH:28][CH:27]=[CH:22][C:21]=1[C:6]1[C:5]2[O:18][CH:2]([CH2:3][OH:31])[CH2:1][C:4]=2[CH:9]=[CH:8][C:7]=1[F:10]. (6) Given the reactants [NH2:1][C:2]1[CH:3]=[C:4]([CH:8]=[C:9]([OH:12])[C:10]=1[I:11])[C:5]([OH:7])=[O:6].S(=O)(=O)(O)O.[C:18](=O)([O-])O.[Na+], predict the reaction product. The product is: [CH3:18][O:6][C:5](=[O:7])[C:4]1[CH:8]=[C:9]([OH:12])[C:10]([I:11])=[C:2]([NH2:1])[CH:3]=1.